This data is from Full USPTO retrosynthesis dataset with 1.9M reactions from patents (1976-2016). The task is: Predict the reactants needed to synthesize the given product. (1) Given the product [C:67]([O:66][C:65](=[O:71])[N:64]([CH2:72][C@@H:73]([OH:85])[C@@H:74]([NH:84][C:7](=[O:8])[C:6]1[CH:10]=[C:11]([C:13](=[O:24])[NH:14][CH:15]([C:17]2[CH:22]=[CH:21][C:20]([F:23])=[CH:19][CH:18]=2)[CH3:16])[CH:12]=[C:4]([C:1](=[O:3])[CH3:2])[CH:5]=1)[CH2:75][C:76]1[CH:77]=[C:78]([F:83])[CH:79]=[C:80]([F:82])[CH:81]=1)[CH2:63][C:62]1[CH:86]=[CH:87][CH:88]=[C:60]([O:59][CH3:58])[CH:61]=1)([CH3:70])([CH3:68])[CH3:69], predict the reactants needed to synthesize it. The reactants are: [C:1]([C:4]1[CH:5]=[C:6]([CH:10]=[C:11]([C:13](=[O:24])[NH:14][CH:15]([C:17]2[CH:22]=[CH:21][C:20]([F:23])=[CH:19][CH:18]=2)[CH3:16])[CH:12]=1)[C:7](O)=[O:8])(=[O:3])[CH3:2].CN(C(ON1N=NC2C=CC=NC1=2)=[N+](C)C)C.F[P-](F)(F)(F)(F)F.CCN(C(C)C)C(C)C.[CH3:58][O:59][C:60]1[CH:61]=[C:62]([CH:86]=[CH:87][CH:88]=1)[CH2:63][N:64]([CH2:72][C@@H:73]([OH:85])[C@@H:74]([NH2:84])[CH2:75][C:76]1[CH:81]=[C:80]([F:82])[CH:79]=[C:78]([F:83])[CH:77]=1)[C:65](=[O:71])[O:66][C:67]([CH3:70])([CH3:69])[CH3:68]. (2) The reactants are: [N:1]1([C:5]([C:7]2[N:12]=[CH:11][C:10]([O:13][C:14]3[CH:15]=[C:16]([CH:27]=[C:28]([OH:30])[CH:29]=3)[C:17]([NH:19][C:20]3[CH:25]=[N:24][C:23]([CH3:26])=[CH:22][N:21]=3)=[O:18])=[CH:9][CH:8]=2)=[O:6])[CH2:4][CH2:3][CH2:2]1.O[CH:32]1[CH2:36][CH2:35][O:34][C:33]1=[O:37].C1(P(C2C=CC=CC=2)C2C=CC=CC=2)C=CC=CC=1.CC(OC(/N=N/C(OC(C)C)=O)=O)C. Given the product [N:1]1([C:5]([C:7]2[N:12]=[CH:11][C:10]([O:13][C:14]3[CH:15]=[C:16]([CH:27]=[C:28]([O:30][CH:32]4[CH2:36][CH2:35][O:34][C:33]4=[O:37])[CH:29]=3)[C:17]([NH:19][C:20]3[CH:25]=[N:24][C:23]([CH3:26])=[CH:22][N:21]=3)=[O:18])=[CH:9][CH:8]=2)=[O:6])[CH2:2][CH2:3][CH2:4]1, predict the reactants needed to synthesize it. (3) Given the product [O:12]=[C:7]1[N:6]([CH:13]2[CH2:18][CH2:17][NH:16][CH2:15][CH2:14]2)[CH2:5][C:4]2[C:9](=[CH:10][CH:11]=[C:2]([C:19]#[N:20])[CH:3]=2)[NH:8]1, predict the reactants needed to synthesize it. The reactants are: Br[C:2]1[CH:3]=[C:4]2[C:9](=[CH:10][CH:11]=1)[NH:8][C:7](=[O:12])[N:6]([CH:13]1[CH2:18][CH2:17][NH:16][CH2:15][CH2:14]1)[CH2:5]2.[CH3:19][N:20](C)C=O. (4) Given the product [OH:16][C:17]1[CH:24]=[CH:23][CH:22]=[C:21]([O:15][CH2:14][CH:10]2[CH2:11][CH2:12][CH2:13][CH:9]2[C:8]2[N:4]([CH:2]([CH3:1])[CH3:3])[N:5]=[CH:6][CH:7]=2)[C:18]=1[CH:19]=[O:20], predict the reactants needed to synthesize it. The reactants are: [CH3:1][CH:2]([N:4]1[C:8]([CH:9]2[CH2:13][CH2:12][CH2:11][CH:10]2[CH2:14][OH:15])=[CH:7][CH:6]=[N:5]1)[CH3:3].[OH:16][C:17]1[CH:24]=[CH:23][CH:22]=[C:21](O)[C:18]=1[CH:19]=[O:20].C1C=CC(P(C2C=CC=CC=2)C2C=CC=CC=2)=CC=1.CC(OC(/N=N/C(OC(C)C)=O)=O)C.